Dataset: Full USPTO retrosynthesis dataset with 1.9M reactions from patents (1976-2016). Task: Predict the reactants needed to synthesize the given product. Given the product [NH:21]1[C:22]2[C:27](=[CH:26][CH:25]=[CH:24][CH:23]=2)[C:19]([CH2:18][CH2:17][CH2:16][CH2:15][N:12]2[CH2:13][CH2:14][N:9]([C:6]3[CH:7]=[CH:8][C:3]([OH:2])=[CH:4][CH:5]=3)[CH2:10][CH2:11]2)=[CH:20]1, predict the reactants needed to synthesize it. The reactants are: C[O:2][C:3]1[CH:8]=[CH:7][C:6]([N:9]2[CH2:14][CH2:13][N:12]([CH2:15][CH2:16][CH2:17][CH2:18][C:19]3[C:27]4[C:22](=[CH:23][CH:24]=[CH:25][CH:26]=4)[NH:21][CH:20]=3)[CH2:11][CH2:10]2)=[CH:5][CH:4]=1.B(Br)(Br)Br.